Task: Predict the product of the given reaction.. Dataset: Forward reaction prediction with 1.9M reactions from USPTO patents (1976-2016) (1) Given the reactants [N:1]([C@@H:4]1[CH2:8][CH2:7][N:6]([C:9](=[O:29])[C@@H:10]([NH:15][C:16](=[O:28])[C@@H:17]([N:19]([C:21]([O:23][C:24]([CH3:27])([CH3:26])[CH3:25])=[O:22])[CH3:20])[CH3:18])[C:11]([CH3:14])([CH3:13])[CH3:12])[C@@H:5]1[C:30]([NH:32][C@@H:33]([CH2:38][C:39]1[CH:48]=[CH:47][C:46]2[C:41](=[CH:42][CH:43]=[CH:44][CH:45]=2)[CH:40]=1)[C:34]([O:36]C)=[O:35])=[O:31])=[N+:2]=[N-:3].[Li+].[OH-].Cl, predict the reaction product. The product is: [N:1]([C@@H:4]1[CH2:8][CH2:7][N:6]([C:9](=[O:29])[C@@H:10]([NH:15][C:16](=[O:28])[C@@H:17]([N:19]([C:21]([O:23][C:24]([CH3:25])([CH3:26])[CH3:27])=[O:22])[CH3:20])[CH3:18])[C:11]([CH3:12])([CH3:14])[CH3:13])[C@@H:5]1[C:30]([NH:32][C@@H:33]([CH2:38][C:39]1[CH:48]=[CH:47][C:46]2[C:41](=[CH:42][CH:43]=[CH:44][CH:45]=2)[CH:40]=1)[C:34]([OH:36])=[O:35])=[O:31])=[N+:2]=[N-:3]. (2) Given the reactants [CH3:1][O:2][C:3]1[N:8]=[C:7]([CH2:9]O)[CH:6]=[CH:5][CH:4]=1.S(Cl)([Cl:13])=O.C(=O)([O-])O.[Na+], predict the reaction product. The product is: [Cl:13][CH2:9][C:7]1[CH:6]=[CH:5][CH:4]=[C:3]([O:2][CH3:1])[N:8]=1.